This data is from Reaction yield outcomes from USPTO patents with 853,638 reactions. The task is: Predict the reaction yield, written as a fraction of the theoretical maximum amount of product (1.0 means a 100% yield; for example, 0.34 means a 34% yield). (1) The reactants are C1CCN2C(=NCCC2)CC1.[C:12]([C:16]1[N:24]=[C:23]2[C:19]([N:20]=[CH:21][NH:22]2)=[C:18]([N:25]2[CH2:29][CH2:28][C@H:27]([OH:30])[CH2:26]2)[N:17]=1)([CH3:15])([CH3:14])[CH3:13].Cl[CH2:32][C:33]1[N:37]([CH2:38][CH2:39][CH3:40])[N:36]=[N:35][N:34]=1.O. The catalyst is CN(C=O)C. The product is [C:12]([C:16]1[N:24]=[C:23]2[C:19]([N:20]=[CH:21][N:22]2[CH2:32][C:33]2[N:37]([CH2:38][CH2:39][CH3:40])[N:36]=[N:35][N:34]=2)=[C:18]([N:25]2[CH2:29][CH2:28][C@H:27]([OH:30])[CH2:26]2)[N:17]=1)([CH3:15])([CH3:13])[CH3:14]. The yield is 0.910. (2) The reactants are [C:1]1([C:7]2[CH:12]=[C:11]([CH2:13][CH2:14][S:15]([N:18]3[CH2:23][CH2:22][O:21][CH2:20][CH2:19]3)(=[O:17])=[O:16])[CH:10]=[CH:9][C:8]=2[NH:24][C:25]([C:27]2[N:28](COCC[Si](C)(C)C)[CH:29]=[C:30]([C:32]#[N:33])[N:31]=2)=[O:26])[CH2:6][CH2:5][CH2:4][CH2:3][CH:2]=1.C(O)(C(F)(F)F)=O. The catalyst is C(Cl)Cl.CCO. The product is [C:1]1([C:7]2[CH:12]=[C:11]([CH2:13][CH2:14][S:15]([N:18]3[CH2:19][CH2:20][O:21][CH2:22][CH2:23]3)(=[O:17])=[O:16])[CH:10]=[CH:9][C:8]=2[NH:24][C:25]([C:27]2[NH:28][CH:29]=[C:30]([C:32]#[N:33])[N:31]=2)=[O:26])[CH2:6][CH2:5][CH2:4][CH2:3][CH:2]=1. The yield is 0.0400. (3) The reactants are [Cl:1][C:2]1[CH:7]=[C:6]([NH2:8])[CH:5]=[C:4]([Cl:9])[C:3]=1[C:10]1[CH:15]=[CH:14][C:13]([F:16])=[CH:12][CH:11]=1.N1([C:22](N2C=CN=C2)=[S:23])C=CN=C1. The catalyst is C(Cl)Cl. The product is [Cl:1][C:2]1[CH:7]=[C:6]([N:8]=[C:22]=[S:23])[CH:5]=[C:4]([Cl:9])[C:3]=1[C:10]1[CH:11]=[CH:12][C:13]([F:16])=[CH:14][CH:15]=1. The yield is 0.630. (4) The yield is 0.820. The reactants are [Cl:1][C:2]1[N:6]2[CH:7]=[C:8]([CH:15]3[CH:19]=[CH:18][O:17][CH2:16]3)[CH:9]=[C:10]([C:11]([F:14])([F:13])[F:12])[C:5]2=[N:4][C:3]=1[C:20]([O:22][CH3:23])=[O:21].C1(SC2C=CC=CC=2)C=CC=CC=1.[H][H]. The catalyst is [Pd]. The product is [Cl:1][C:2]1[N:6]2[CH:7]=[C:8]([CH:15]3[CH2:19][CH2:18][O:17][CH2:16]3)[CH:9]=[C:10]([C:11]([F:13])([F:12])[F:14])[C:5]2=[N:4][C:3]=1[C:20]([O:22][CH3:23])=[O:21]. (5) The yield is 0.670. The catalyst is CS(C)=O.O. The product is [Br:17][C:15]1[CH:14]=[N:13][C:12]2[NH:18][C:3](=[O:2])[C@@H:5]3[N:6]([CH2:7][CH2:8][CH2:9]3)[CH2:10][C:11]=2[CH:16]=1. The reactants are C[O:2][C:3]([C@H:5]1[CH2:9][CH2:8][CH2:7][N:6]1[CH2:10][C:11]1[C:12]([NH2:18])=[N:13][CH:14]=[C:15]([Br:17])[CH:16]=1)=O.[H-].[Na+]. (6) The reactants are [NH2:1][C:2]1[C:11]([F:12])=[C:10]([F:13])[C:9]([O:14][CH3:15])=[C:8]2[C:3]=1[C:4](=[O:22])[C:5]([C:19](O)=[O:20])=[CH:6][N:7]2[CH:16]1[CH2:18][CH2:17]1.C([N:25](CC)CC)C.ClC(OCC)=O.N. The catalyst is CN(C=O)C.O. The product is [NH2:1][C:2]1[C:11]([F:12])=[C:10]([F:13])[C:9]([O:14][CH3:15])=[C:8]2[C:3]=1[C:4](=[O:22])[C:5]([C:19]([NH2:25])=[O:20])=[CH:6][N:7]2[CH:16]1[CH2:17][CH2:18]1. The yield is 0.970. (7) The reactants are [Cl:1][C:2]1[C:3]2[N:4]([C:9]([CH2:12][CH:13]3[CH2:15][CH2:14]3)=[N:10][N:11]=2)[CH:5]=[CH:6][C:7]=1I.[N:16]1[CH:21]=[CH:20][C:19]([CH:22]2[CH2:24][CH:23]2[CH2:25][NH2:26])=[CH:18][CH:17]=1. No catalyst specified. The product is [Cl:1][C:2]1[C:3]2[N:4]([C:9]([CH2:12][CH:13]3[CH2:15][CH2:14]3)=[N:10][N:11]=2)[CH:5]=[CH:6][C:7]=1[NH:26][CH2:25][CH:23]1[CH2:24][CH:22]1[C:19]1[CH:18]=[CH:17][N:16]=[CH:21][CH:20]=1. The yield is 0.475.